Dataset: TCR-epitope binding with 47,182 pairs between 192 epitopes and 23,139 TCRs. Task: Binary Classification. Given a T-cell receptor sequence (or CDR3 region) and an epitope sequence, predict whether binding occurs between them. (1) The epitope is QECVRGTTVL. The TCR CDR3 sequence is CASSYGTGAYYEQYF. Result: 1 (the TCR binds to the epitope). (2) The epitope is TPGPGVRYPL. The TCR CDR3 sequence is CASKKLAGDSYEQYF. Result: 0 (the TCR does not bind to the epitope).